Dataset: Full USPTO retrosynthesis dataset with 1.9M reactions from patents (1976-2016). Task: Predict the reactants needed to synthesize the given product. (1) Given the product [CH3:1][O:2][C:3]1[CH:4]=[C:5]([C:11]2[N:12]=[C:13]3[CH:21]=[CH:20][C:19]([CH:22]4[CH2:27][CH2:26][N:25]([C:28]([O:30][C:31]([CH3:34])([CH3:33])[CH3:32])=[O:29])[CH2:24][CH2:23]4)=[CH:18][N:14]3[C:15](=[O:17])[CH:16]=2)[CH:6]=[CH:7][C:8]=1[O:9][CH3:10], predict the reactants needed to synthesize it. The reactants are: [CH3:1][O:2][C:3]1[CH:4]=[C:5]([C:11]2[N:12]=[C:13]3[CH:21]=[CH:20][C:19]([C:22]4[CH2:27][CH2:26][N:25]([C:28]([O:30][C:31]([CH3:34])([CH3:33])[CH3:32])=[O:29])[CH2:24][CH:23]=4)=[CH:18][N:14]3[C:15](=[O:17])[CH:16]=2)[CH:6]=[CH:7][C:8]=1[O:9][CH3:10].[H][H]. (2) Given the product [C:11]([O:13][C:6]1[C:7]([NH:8][CH2:17][CH2:18][CH2:19][CH3:20])=[C:2]([Cl:1])[N:3]=[CH:4][N:5]=1)([CH3:14])([CH3:12])[CH3:10], predict the reactants needed to synthesize it. The reactants are: [Cl:1][C:2]1[C:7]([NH2:8])=[C:6](Cl)[N:5]=[CH:4][N:3]=1.[CH3:10][C:11]([CH3:14])([O-:13])[CH3:12].[Na+].I[CH2:17][CH2:18][CH2:19][CH3:20].C([O-])(O)=O.[Na+]. (3) Given the product [C:1]([O:5][C:6]([NH:8][C:9]1[CH:10]=[CH:11][C:12]([CH2:16][CH2:17][N:18]2[C:23]3[N:24]=[C:25]([NH:45][CH3:44])[N:26]=[CH:27][C:22]=3[CH:21]=[C:20]([C:31]3[C:36]([Cl:37])=[C:35]([O:38][CH3:39])[CH:34]=[C:33]([O:40][CH3:41])[C:32]=3[Cl:42])[C:19]2=[O:43])=[N+:13]([O-:15])[CH:14]=1)=[O:7])([CH3:4])([CH3:3])[CH3:2], predict the reactants needed to synthesize it. The reactants are: [C:1]([O:5][C:6]([NH:8][C:9]1[CH:10]=[CH:11][C:12]([CH2:16][CH2:17][N:18]2[C:23]3[N:24]=[C:25](S(C)=O)[N:26]=[CH:27][C:22]=3[CH:21]=[C:20]([C:31]3[C:36]([Cl:37])=[C:35]([O:38][CH3:39])[CH:34]=[C:33]([O:40][CH3:41])[C:32]=3[Cl:42])[C:19]2=[O:43])=[N+:13]([O-:15])[CH:14]=1)=[O:7])([CH3:4])([CH3:3])[CH3:2].[CH3:44][NH2:45].C1COCC1. (4) The reactants are: [Cl:1][C:2]1[CH:7]=[CH:6][C:5]([OH:8])=[CH:4][C:3]=1[F:9].[C:10](Cl)(=[O:12])[CH3:11].[N+](C1C=CC=CC=1)([O-])=O.[Cl-].[Cl-].[Cl-].[Al+3].Cl. Given the product [Cl:1][C:2]1[C:3]([F:9])=[CH:4][C:5]([OH:8])=[C:6]([C:10](=[O:12])[CH3:11])[CH:7]=1, predict the reactants needed to synthesize it. (5) Given the product [CH3:23][N:2]([CH3:1])[CH2:3][CH2:4][C:5]1[S:9][C:8]2[CH:10]=[C:11]([CH3:14])[CH:12]=[CH:13][C:7]=2[C:6]=1[C:15]([C:17]1[CH:22]=[CH:21][CH:20]=[CH:19][N:18]=1)([OH:16])[CH3:25], predict the reactants needed to synthesize it. The reactants are: [CH3:1][N:2]([CH3:23])[CH2:3][CH2:4][C:5]1[S:9][C:8]2[CH:10]=[C:11]([CH3:14])[CH:12]=[CH:13][C:7]=2[C:6]=1[C:15]([C:17]1[CH:22]=[CH:21][CH:20]=[CH:19][N:18]=1)=[O:16].[Li][CH3:25]. (6) Given the product [CH3:22][O:21][C:18]1[CH:19]=[CH:20][C:7]([N:1]2[CH2:6][CH2:5][CH2:4][CH2:3][CH2:2]2)=[CH:8][C:9]=1[CH2:10][CH:11]=[O:12], predict the reactants needed to synthesize it. The reactants are: [N:1]1([C:7]2[CH:8]=[C:9]([C:18]([O:21][CH3:22])=[CH:19][CH:20]=2)[CH2:10][CH:11]2COC(C)(C)[O:12]2)[CH2:6][CH2:5][CH2:4][CH2:3][CH2:2]1.C(OCC)(=O)C.Cl. (7) Given the product [CH3:1][CH:2]1[CH2:7][CH2:6][CH2:5][CH2:4][N:3]1[C:8]1[C:9]([C:22]2[CH:23]=[CH:24][CH:25]=[CH:26][CH:27]=2)=[N:10][C:11]2[C:16]([N:17]=1)=[CH:15][C:14]([C:18]([OH:20])=[O:19])=[CH:13][CH:12]=2, predict the reactants needed to synthesize it. The reactants are: [CH3:1][CH:2]1[CH2:7][CH2:6][CH2:5][CH2:4][N:3]1[C:8]1[C:9]([C:22]2[CH:27]=[CH:26][CH:25]=[CH:24][CH:23]=2)=[N:10][C:11]2[C:16]([N:17]=1)=[CH:15][C:14]([C:18]([O:20]C)=[O:19])=[CH:13][CH:12]=2.[OH-].[Na+]. (8) Given the product [F:1][C:2]1[CH:3]=[CH:4][C:5]([CH3:9])=[C:6]([NH:7][CH:12]([C:14]2[CH:15]=[C:16]([C:31]([N:33]([CH3:35])[CH3:34])=[O:32])[CH:17]=[C:18]3[C:23]=2[O:22][C:21]([N:24]2[CH2:29][CH2:28][O:27][CH2:26][CH2:25]2)=[CH:20][C:19]3=[O:30])[CH3:13])[CH:8]=1, predict the reactants needed to synthesize it. The reactants are: [F:1][C:2]1[CH:3]=[CH:4][C:5]([CH3:9])=[C:6]([CH:8]=1)[NH2:7].Br.Br[CH:12]([C:14]1[CH:15]=[C:16]([C:31]([N:33]([CH3:35])[CH3:34])=[O:32])[CH:17]=[C:18]2[C:23]=1[O:22][C:21]([N:24]1[CH2:29][CH2:28][O:27][CH2:26][CH2:25]1)=[CH:20][C:19]2=[O:30])[CH3:13].